This data is from Peptide-MHC class II binding affinity with 134,281 pairs from IEDB. The task is: Regression. Given a peptide amino acid sequence and an MHC pseudo amino acid sequence, predict their binding affinity value. This is MHC class II binding data. (1) The peptide sequence is GLVTEFPSTAAAYFR. The MHC is HLA-DQA10102-DQB10602 with pseudo-sequence HLA-DQA10102-DQB10602. The binding affinity (normalized) is 0.385. (2) The peptide sequence is IIPDGYKLIDNSLIL. The MHC is DRB4_0101 with pseudo-sequence DRB4_0103. The binding affinity (normalized) is 0.382. (3) The peptide sequence is LDIELQKTEATQLAT. The MHC is DRB1_0401 with pseudo-sequence DRB1_0401. The binding affinity (normalized) is 0.459. (4) The peptide sequence is AYAQRVYQANRAAGS. The MHC is HLA-DQA10102-DQB10602 with pseudo-sequence HLA-DQA10102-DQB10602. The binding affinity (normalized) is 0.192. (5) The peptide sequence is SHDLELSWNLNGLQAY. The MHC is HLA-DQA10301-DQB10302 with pseudo-sequence HLA-DQA10301-DQB10302. The binding affinity (normalized) is 0.303. (6) The peptide sequence is GFKAALAAAAGVPPADKYRT. The MHC is HLA-DQA10501-DQB10301 with pseudo-sequence HLA-DQA10501-DQB10301. The binding affinity (normalized) is 0.921. (7) The peptide sequence is SCLDGKLCLMKAQPT. The MHC is DRB1_0901 with pseudo-sequence DRB1_0901. The binding affinity (normalized) is 0.455.